From a dataset of Reaction yield outcomes from USPTO patents with 853,638 reactions. Predict the reaction yield, written as a fraction of the theoretical maximum amount of product (1.0 means a 100% yield; for example, 0.34 means a 34% yield). (1) The reactants are C(=O)([O-])O.[Na+].Br[C:7]1[N:11](CC2C=CC(OC)=CC=2)[N:10]=[C:9]([C:21]2[S:22][C:23]([Cl:26])=[CH:24][CH:25]=2)[C:8]=1[C:27]1[CH:32]=[CH:31][N:30]=[CH:29][CH:28]=1.Br[C:34]1[C:38]([C:39]2C=CN=CC=2)=C(C2SC(Cl)=CC=2)N(CC2C=CC(OC)=CC=2)N=1.C1(B(O)O)CC1. The catalyst is C(COC)OC.O.C(OCC)(=O)C. The product is [Cl:26][C:23]1[S:22][C:21]([C:9]2[C:8]([C:27]3[CH:28]=[CH:29][N:30]=[CH:31][CH:32]=3)=[C:7]([CH:39]3[CH2:38][CH2:34]3)[NH:11][N:10]=2)=[CH:25][CH:24]=1. The yield is 0.250. (2) The reactants are [Cl-].O[NH3+:3].[C:4](=[O:7])([O-])[OH:5].[Na+].CS(C)=O.[F:13][C:14]1[CH:15]=[C:16]([C:48]2[C:49]([C:54]#[N:55])=[CH:50][CH:51]=[CH:52][CH:53]=2)[CH:17]=[CH:18][C:19]=1[CH2:20][C:21]1[C:22](=[O:47])[N:23]([C@H:33]2[CH2:38][CH2:37][C@H:36]([O:39][C:40]3([C:43]([OH:46])([CH3:45])[CH3:44])[CH2:42][CH2:41]3)[CH2:35][CH2:34]2)[C:24]2[N:25]([N:30]=[CH:31][N:32]=2)[C:26]=1[CH2:27][CH2:28][CH3:29]. The catalyst is O.C(OCC)(=O)C. The product is [F:13][C:14]1[CH:15]=[C:16]([C:48]2[CH:53]=[CH:52][CH:51]=[CH:50][C:49]=2[C:54]2[NH:3][C:4](=[O:7])[O:5][N:55]=2)[CH:17]=[CH:18][C:19]=1[CH2:20][C:21]1[C:22](=[O:47])[N:23]([C@H:33]2[CH2:34][CH2:35][C@H:36]([O:39][C:40]3([C:43]([OH:46])([CH3:45])[CH3:44])[CH2:41][CH2:42]3)[CH2:37][CH2:38]2)[C:24]2[N:25]([N:30]=[CH:31][N:32]=2)[C:26]=1[CH2:27][CH2:28][CH3:29]. The yield is 0.470.